Dataset: Full USPTO retrosynthesis dataset with 1.9M reactions from patents (1976-2016). Task: Predict the reactants needed to synthesize the given product. (1) Given the product [CH3:18][S:17][C:14]1[CH:13]=[CH:12][C:11]([O:10][C:5]2[N:6]=[CH:7][CH:8]=[CH:9][C:4]=2[C:3]([OH:19])=[O:2])=[CH:16][CH:15]=1, predict the reactants needed to synthesize it. The reactants are: C[O:2][C:3](=[O:19])[C:4]1[CH:9]=[CH:8][CH:7]=[N:6][C:5]=1[O:10][C:11]1[CH:16]=[CH:15][C:14]([S:17][CH3:18])=[CH:13][CH:12]=1.[OH-].[Li+]. (2) Given the product [F:1][C:2]1[CH:3]=[CH:4][C:5]([CH2:6][N:7]2[CH2:12][CH2:11][CH2:10][C:9]3([NH:17][C:16](=[O:18])[C:15]4[CH:19]=[C:20](/[CH:23]=[CH:24]/[C:25]([NH:27][OH:28])=[O:26])[CH:21]=[CH:22][C:14]=4[O:13]3)[CH2:8]2)=[CH:35][CH:36]=1, predict the reactants needed to synthesize it. The reactants are: [F:1][C:2]1[CH:36]=[CH:35][C:5]([CH2:6][N:7]2[CH2:12][CH2:11][CH2:10][C:9]3([NH:17][C:16](=[O:18])[C:15]4[CH:19]=[C:20](/[CH:23]=[CH:24]/[C:25]([NH:27][O:28]C5CCCCO5)=[O:26])[CH:21]=[CH:22][C:14]=4[O:13]3)[CH2:8]2)=[CH:4][CH:3]=1.Cl.